Task: Predict the product of the given reaction.. Dataset: Forward reaction prediction with 1.9M reactions from USPTO patents (1976-2016) (1) Given the reactants [O:1]=[S:2]1(=[O:31])[CH2:7][CH:6]=[C:5]([C:8]2[C:13]([F:14])=[CH:12][C:11]([N:15]3[CH2:19][C@H:18]([CH2:20][N:21]4[CH:25]=[C:24]([CH2:26][CH2:27]O)[N:23]=[N:22]4)[O:17][C:16]3=[O:29])=[CH:10][C:9]=2[F:30])[CH2:4][CH2:3]1.S(Cl)(Cl)=O.N12CCCN=C1CCCCC2, predict the reaction product. The product is: [O:31]=[S:2]1(=[O:1])[CH2:3][CH:4]=[C:5]([C:8]2[C:13]([F:14])=[CH:12][C:11]([N:15]3[CH2:19][C@H:18]([CH2:20][N:21]4[CH:25]=[C:24]([CH:26]=[CH2:27])[N:23]=[N:22]4)[O:17][C:16]3=[O:29])=[CH:10][C:9]=2[F:30])[CH2:6][CH2:7]1. (2) Given the reactants Br[C:2]1[CH:11]=[C:10]2[C:5]([C:6]([OH:25])=[C:7]([C:14]([NH:16][CH2:17][C:18]([O:20]C(C)(C)C)=[O:19])=[O:15])[C:8](=[O:13])[N:9]2[CH3:12])=[N:4][CH:3]=1.[C:26]1(B(O)O)[CH:31]=[CH:30][CH:29]=[CH:28][CH:27]=1, predict the reaction product. The product is: [OH:25][C:6]1[C:5]2[C:10](=[CH:11][C:2]([C:26]3[CH:31]=[CH:30][CH:29]=[CH:28][CH:27]=3)=[CH:3][N:4]=2)[N:9]([CH3:12])[C:8](=[O:13])[C:7]=1[C:14]([NH:16][CH2:17][C:18]([OH:20])=[O:19])=[O:15].